This data is from Forward reaction prediction with 1.9M reactions from USPTO patents (1976-2016). The task is: Predict the product of the given reaction. (1) Given the reactants [Br:1][C:2]1[CH:7]=[CH:6][C:5]([N:8]2[CH:12]=[CH:11][C:10]([NH:13][C:14](=[O:21])[CH2:15][C:16]([O:18][CH2:19][CH3:20])=[O:17])=[C:9]2[C:22]([O:24]CC)=O)=[CH:4][CH:3]=1.[H-].[Na+].[H][H].O, predict the reaction product. The product is: [Br:1][C:2]1[CH:3]=[CH:4][C:5]([N:8]2[C:9]3[C:22]([OH:24])=[C:15]([C:16]([O:18][CH2:19][CH3:20])=[O:17])[C:14](=[O:21])[NH:13][C:10]=3[CH:11]=[CH:12]2)=[CH:6][CH:7]=1. (2) Given the reactants [F:1][C:2]1[CH:7]=[CH:6][C:5]([CH2:8][C:9]2[CH:18]=[C:17]3[C:12]([C:13]([OH:35])=[C:14]([C:30](OCC)=[O:31])[C:15](=[O:29])[N:16]3[CH2:19][CH2:20][CH2:21][N:22]3[CH2:27][CH2:26][CH2:25][CH2:24][C:23]3=[O:28])=[N:11][CH:10]=2)=[CH:4][CH:3]=1.[NH2:36][C@@H:37]([CH3:40])[CH2:38][OH:39], predict the reaction product. The product is: [F:1][C:2]1[CH:7]=[CH:6][C:5]([CH2:8][C:9]2[CH:18]=[C:17]3[C:12]([C:13]([OH:35])=[C:14]([C:30]([NH:36][C@@H:37]([CH3:40])[CH2:38][OH:39])=[O:31])[C:15](=[O:29])[N:16]3[CH2:19][CH2:20][CH2:21][N:22]3[CH2:27][CH2:26][CH2:25][CH2:24][C:23]3=[O:28])=[N:11][CH:10]=2)=[CH:4][CH:3]=1. (3) Given the reactants [CH3:1][O:2][C:3]1[CH:8]=[CH:7][C:6]([C:9](=[O:83])[NH:10][CH2:11][CH2:12][NH:13][C:14](=[O:82])[C@H:15]([NH:64]C(=O)OCC2C3C=CC=CC=3C3C2=CC=CC=3)[CH2:16][C:17](=[O:63])[N:18]([CH2:41][CH2:42][CH2:43][O:44][CH2:45][CH2:46][CH2:47][CH2:48][CH2:49][CH2:50][CH2:51][CH2:52]/[CH:53]=[CH:54]\[CH2:55][CH2:56][CH2:57][CH2:58][CH2:59][CH2:60][CH2:61][CH3:62])[CH2:19][CH2:20][CH2:21][O:22][CH2:23][CH2:24][CH2:25][CH2:26][CH2:27][CH2:28][CH2:29][CH2:30]/[CH:31]=[CH:32]\[CH2:33][CH2:34][CH2:35][CH2:36][CH2:37][CH2:38][CH2:39][CH3:40])=[CH:5][CH:4]=1, predict the reaction product. The product is: [NH2:64][C@H:15]([CH2:16][C:17]([N:18]([CH2:41][CH2:42][CH2:43][O:44][CH2:45][CH2:46][CH2:47][CH2:48][CH2:49][CH2:50][CH2:51][CH2:52]/[CH:53]=[CH:54]\[CH2:55][CH2:56][CH2:57][CH2:58][CH2:59][CH2:60][CH2:61][CH3:62])[CH2:19][CH2:20][CH2:21][O:22][CH2:23][CH2:24][CH2:25][CH2:26][CH2:27][CH2:28][CH2:29][CH2:30]/[CH:31]=[CH:32]\[CH2:33][CH2:34][CH2:35][CH2:36][CH2:37][CH2:38][CH2:39][CH3:40])=[O:63])[C:14]([NH:13][CH2:12][CH2:11][NH:10][C:9](=[O:83])[C:6]1[CH:7]=[CH:8][C:3]([O:2][CH3:1])=[CH:4][CH:5]=1)=[O:82]. (4) Given the reactants [CH3:1][O:2][C:3]1[CH:21]=[CH:20][C:6]2[CH2:7][CH2:8][CH2:9][CH:10]([NH:12]CC3C=CC=CC=3)[CH2:11][C:5]=2[CH:4]=1, predict the reaction product. The product is: [CH3:1][O:2][C:3]1[CH:21]=[CH:20][C:6]2[CH2:7][CH2:8][CH2:9][CH:10]([NH2:12])[CH2:11][C:5]=2[CH:4]=1.